Dataset: Peptide-MHC class I binding affinity with 185,985 pairs from IEDB/IMGT. Task: Regression. Given a peptide amino acid sequence and an MHC pseudo amino acid sequence, predict their binding affinity value. This is MHC class I binding data. (1) The peptide sequence is FDSTVTESDI. The MHC is Patr-B2401 with pseudo-sequence Patr-B2401. The binding affinity (normalized) is 0.371. (2) The peptide sequence is TVGYMYIMK. The MHC is HLA-A01:01 with pseudo-sequence HLA-A01:01. The binding affinity (normalized) is 0.0847. (3) The peptide sequence is APRQPGLMA. The MHC is HLA-A01:01 with pseudo-sequence HLA-A01:01. The binding affinity (normalized) is 0.0847. (4) The peptide sequence is FMDGKQACV. The MHC is HLA-A02:06 with pseudo-sequence HLA-A02:06. The binding affinity (normalized) is 0.825. (5) The peptide sequence is IFRLMRTNF. The MHC is HLA-A68:02 with pseudo-sequence HLA-A68:02. The binding affinity (normalized) is 0. (6) The peptide sequence is EIEPKLDGY. The MHC is HLA-A23:01 with pseudo-sequence HLA-A23:01. The binding affinity (normalized) is 0. (7) The peptide sequence is LDFVRFMGV. The MHC is HLA-B45:01 with pseudo-sequence HLA-B45:01. The binding affinity (normalized) is 0.0123.